From a dataset of Catalyst prediction with 721,799 reactions and 888 catalyst types from USPTO. Predict which catalyst facilitates the given reaction. (1) Reactant: C([O:3][C:4](=O)[CH2:5][N:6]1[C:10]([C:11]2[CH:16]=[CH:15][CH:14]=[CH:13][CH:12]=2)=[CH:9][CH:8]=[C:7]1[C:17]1[CH:22]=[CH:21][C:20]([C:23](=[O:33])[N:24]([CH2:26][C:27]2[CH:32]=[CH:31][CH:30]=[CH:29][CH:28]=2)[CH3:25])=[CH:19][CH:18]=1)C.[NH2:35][C:36]([NH2:38])=[NH:37]. Product: [NH2:37][C:36]([NH:38][C:4](=[O:3])[CH2:5][N:6]1[C:10]([C:11]2[CH:12]=[CH:13][CH:14]=[CH:15][CH:16]=2)=[CH:9][CH:8]=[C:7]1[C:17]1[CH:22]=[CH:21][C:20]([C:23]([N:24]([CH2:26][C:27]2[CH:28]=[CH:29][CH:30]=[CH:31][CH:32]=2)[CH3:25])=[O:33])=[CH:19][CH:18]=1)=[NH:35]. The catalyst class is: 16. (2) Reactant: [OH:1][CH2:2][CH:3]1[CH2:8][NH:7][CH2:6][CH2:5][N:4]1[C:9]([O:11][C:12]([CH3:15])([CH3:14])[CH3:13])=[O:10].C(N(CC)CC)C.[C:23](Cl)([O:25][CH2:26][C:27]1[CH:32]=[CH:31][CH:30]=[CH:29][CH:28]=1)=[O:24]. Product: [OH:1][CH2:2][CH:3]1[CH2:8][N:7]([C:23]([O:25][CH2:26][C:27]2[CH:32]=[CH:31][CH:30]=[CH:29][CH:28]=2)=[O:24])[CH2:6][CH2:5][N:4]1[C:9]([O:11][C:12]([CH3:15])([CH3:14])[CH3:13])=[O:10]. The catalyst class is: 2. (3) Reactant: [Cl:1][C:2]1[CH:9]=[CH:8][C:5]([NH:6][CH3:7])=[CH:4][CH:3]=1.[CH2:10]([O:12][C:13]([C:15]1[NH:16][CH:17]=[C:18]([CH:20]=O)[CH:19]=1)=[O:14])[CH3:11].C([BH3-])#N.[Na+].C([O-])([O-])=O.[K+].[K+]. Product: [CH2:10]([O:12][C:13]([C:15]1[NH:16][CH:17]=[C:18]([CH2:20][N:6]([C:5]2[CH:8]=[CH:9][C:2]([Cl:1])=[CH:3][CH:4]=2)[CH3:7])[CH:19]=1)=[O:14])[CH3:11]. The catalyst class is: 404. (4) The catalyst class is: 198. Product: [C:7]([C:11]1[CH:12]=[CH:13][C:14]([S:17]([NH:20][CH2:21][C:22]2[CH:30]=[CH:29][C:25]([C:26]([NH:40][C:39]3[C:34]([N+:31]([O-:33])=[O:32])=[N:35][CH:36]=[CH:37][CH:38]=3)=[O:27])=[CH:24][CH:23]=2)(=[O:19])=[O:18])=[CH:15][CH:16]=1)([CH3:8])([CH3:9])[CH3:10]. Reactant: C(Cl)(=O)C(Cl)=O.[C:7]([C:11]1[CH:16]=[CH:15][C:14]([S:17]([NH:20][CH2:21][C:22]2[CH:30]=[CH:29][C:25]([C:26](O)=[O:27])=[CH:24][CH:23]=2)(=[O:19])=[O:18])=[CH:13][CH:12]=1)([CH3:10])([CH3:9])[CH3:8].[N+:31]([C:34]1[C:39]([NH2:40])=[CH:38][CH:37]=[CH:36][N:35]=1)([O-:33])=[O:32]. (5) Reactant: [CH3:1][NH:2][C:3](=[N:6][C:7]1[CH:12]=[C:11]([OH:13])[CH:10]=[C:9]([C:14]([OH:16])=[O:15])[CH:8]=1)SC.[NH2:17][CH2:18][CH:19]([OH:22])CN.N#N.Cl. Product: [OH:13][C:11]1[CH:10]=[C:9]([CH:8]=[C:7]([NH:6][C:3]2[NH:2][CH2:1][CH:19]([OH:22])[CH2:18][N:17]=2)[CH:12]=1)[C:14]([OH:16])=[O:15]. The catalyst class is: 6. (6) Reactant: [CH2:1]([N:8]1[CH2:13][CH2:12][C:11]([O:17][CH2:18][CH3:19])([O:14][CH2:15][CH3:16])[CH:10]([NH:20][C:21]([C:23]2[C:31]3[C:26](=[CH:27][C:28]([C:32]4[CH:37]=[C:36]([F:38])[C:35]([O:39]COCC[Si](C)(C)C)=[CH:34][C:33]=4[CH2:48][CH3:49])=[CH:29][CH:30]=3)[N:25]([CH:50]3[CH2:55][CH2:54][CH2:53][CH2:52][O:51]3)[N:24]=2)=[NH:22])[CH2:9]1)[C:2]1[CH:7]=[CH:6][CH:5]=[CH:4][CH:3]=1.Cl.C(=O)([O-])O.[Na+]. Product: [CH2:1]([N:8]1[CH2:13][CH2:12][C:11]([O:17][CH2:18][CH3:19])([O:14][CH2:15][CH3:16])[CH:10]([NH:20][C:21]([C:23]2[C:31]3[C:26](=[CH:27][C:28]([C:32]4[CH:37]=[C:36]([F:38])[C:35]([OH:39])=[CH:34][C:33]=4[CH2:48][CH3:49])=[CH:29][CH:30]=3)[N:25]([CH:50]3[CH2:55][CH2:54][CH2:53][CH2:52][O:51]3)[N:24]=2)=[NH:22])[CH2:9]1)[C:2]1[CH:3]=[CH:4][CH:5]=[CH:6][CH:7]=1. The catalyst class is: 8. (7) Reactant: [OH-].[Na+:2].[CH3:3][CH2:4][CH2:5][CH2:6][CH2:7][N:8]([CH2:10][CH2:11][C:12]([P:18]([OH:21])([OH:20])=[O:19])([P:14]([OH:17])([OH:16])=[O:15])[OH:13])[CH3:9]. Product: [CH3:3][CH2:4][CH2:5][CH2:6][CH2:7][N:8]([CH2:10][CH2:11][C:12]([P:18]([O-:21])([OH:20])=[O:19])([P:14]([OH:17])([OH:16])=[O:15])[OH:13])[CH3:9].[Na+:2]. The catalyst class is: 192. (8) Reactant: [F:1][C:2]1[CH:3]=[C:4]([CH:7]=[CH:8][C:9]=1[N:10]([CH3:21])[C:11]1[N:16]=[CH:15][C:14]2[N:17]=[CH:18][N:19]([CH3:20])[C:13]=2[CH:12]=1)[C:5]#[N:6].[Cl-].[Ce+3].[Cl-].[Cl-].[CH3:26][Li].[C:28](O[C:28]([O:30][C:31]([CH3:34])([CH3:33])[CH3:32])=[O:29])([O:30][C:31]([CH3:34])([CH3:33])[CH3:32])=[O:29]. Product: [F:1][C:2]1[CH:3]=[C:4]([CH:5]([NH:6][C:28](=[O:29])[O:30][C:31]([CH3:34])([CH3:33])[CH3:32])[CH3:26])[CH:7]=[CH:8][C:9]=1[N:10]([CH3:21])[C:11]1[N:16]=[CH:15][C:14]2[N:17]=[CH:18][N:19]([CH3:20])[C:13]=2[CH:12]=1. The catalyst class is: 7. (9) Reactant: [H-].[Na+].[I-].[CH3:4][S+](C)(C)=O.[NH2:9][C:10]1[C:15]([Br:16])=[CH:14][C:13]([C:17](=[O:24])/[CH:18]=[CH:19]/[C:20]([O:22][CH3:23])=[O:21])=[CH:12][C:11]=1[Br:25]. Product: [NH2:9][C:10]1[C:11]([Br:25])=[CH:12][C:13]([C:17]([C@@H:18]2[CH2:4][C@H:19]2[C:20]([O:22][CH3:23])=[O:21])=[O:24])=[CH:14][C:15]=1[Br:16]. The catalyst class is: 16.